This data is from Forward reaction prediction with 1.9M reactions from USPTO patents (1976-2016). The task is: Predict the product of the given reaction. The product is: [OH:25][CH:4]([CH3:3])[CH2:5][C:6]1[NH:7][C:8]2[C:13]([CH:14]=1)=[CH:12][C:11]([O:15][CH3:16])=[CH:10][CH:9]=2. Given the reactants C([CH:3]([O-])[CH:4]=[CH:5][C:6]1[NH:7][C:8]2[C:13]([CH:14]=1)=[CH:12][C:11]([O:15][CH3:16])=[CH:10][CH:9]=2)C.[H-].[H-].[H-].[H-].[Li+].[Al+3].C[OH:25], predict the reaction product.